This data is from Full USPTO retrosynthesis dataset with 1.9M reactions from patents (1976-2016). The task is: Predict the reactants needed to synthesize the given product. Given the product [Cl:1][C:2]1[CH:3]=[C:4]([NH:5][C:41](=[O:42])[C:40]2[CH:44]=[CH:45][CH:46]=[CH:47][C:39]=2[CH2:38][N:19]2[C:20]3[C:25](=[CH:24][CH:23]=[CH:22][CH:21]=3)[C:26]3([CH2:30][O:29][C:28]4[CH:31]=[C:32]5[C:36](=[CH:37][C:27]3=4)[CH2:35][CH2:34][O:33]5)[C:18]2=[O:17])[CH:6]=[CH:7][CH:8]=1, predict the reactants needed to synthesize it. The reactants are: [Cl:1][C:2]1[CH:3]=[C:4]([CH:6]=[CH:7][CH:8]=1)[NH2:5].C1(CN)CCCCC1.[O:17]=[C:18]1[C:26]2([CH2:30][O:29][C:28]3[CH:31]=[C:32]4[C:36](=[CH:37][C:27]2=3)[CH2:35][CH2:34][O:33]4)[C:25]2[C:20](=[CH:21][CH:22]=[CH:23][CH:24]=2)[N:19]1[CH2:38][C:39]1[CH:47]=[CH:46][CH:45]=[CH:44][C:40]=1[C:41](O)=[O:42].O=C1C2(COC3C=C4C(=CC2=3)CCO4)C2C(=CC=CC=2)N1CC1C=C(C=CC=1)C(O)=O.